This data is from Peptide-MHC class I binding affinity with 185,985 pairs from IEDB/IMGT. The task is: Regression. Given a peptide amino acid sequence and an MHC pseudo amino acid sequence, predict their binding affinity value. This is MHC class I binding data. (1) The MHC is HLA-B35:03 with pseudo-sequence HLA-B35:03. The peptide sequence is TPGPGVRYPL. The binding affinity (normalized) is 0.200. (2) The peptide sequence is HTSSMRGVY. The MHC is HLA-A01:01 with pseudo-sequence HLA-A01:01. The binding affinity (normalized) is 0.589. (3) The peptide sequence is YTAVVPLVY. The MHC is Mamu-A07 with pseudo-sequence Mamu-A07. The binding affinity (normalized) is 0.0289. (4) The peptide sequence is GSYGEYQSY. The MHC is HLA-A02:03 with pseudo-sequence HLA-A02:03. The binding affinity (normalized) is 0.